From a dataset of Reaction yield outcomes from USPTO patents with 853,638 reactions. Predict the reaction yield, written as a fraction of the theoretical maximum amount of product (1.0 means a 100% yield; for example, 0.34 means a 34% yield). The reactants are Cl[C:2]1[N:7]=[C:6]([NH:8][C:9]2[NH:10][N:11]=[C:12]([CH3:14])[CH:13]=2)[CH:5]=[C:4]([C:15]2[CH:20]=[CH:19][CH:18]=[CH:17][CH:16]=2)[N:3]=1.[C:21]([NH:24][C:25]1[CH:30]=[CH:29][C:28]([SH:31])=[CH:27][CH:26]=1)(=[O:23])[CH3:22]. The catalyst is C(O)(C)(C)C. The product is [C:21]([NH:24][C:25]1[CH:30]=[CH:29][C:28]([S:31][C:2]2[N:7]=[C:6]([NH:8][C:9]3[NH:10][N:11]=[C:12]([CH3:14])[CH:13]=3)[CH:5]=[C:4]([C:15]3[CH:20]=[CH:19][CH:18]=[CH:17][CH:16]=3)[N:3]=2)=[CH:27][CH:26]=1)(=[O:23])[CH3:22]. The yield is 0.850.